This data is from Full USPTO retrosynthesis dataset with 1.9M reactions from patents (1976-2016). The task is: Predict the reactants needed to synthesize the given product. Given the product [C:1](=[O:4])([S:3][CH:13]([C:17](=[O:19])[CH3:18])[C:14](=[O:16])[CH3:15])[CH3:2], predict the reactants needed to synthesize it. The reactants are: [C:1]([OH:4])(=[S:3])[CH3:2].C(N(CC)CC)C.Cl[CH:13]([C:17](=[O:19])[CH3:18])[C:14](=[O:16])[CH3:15].